Dataset: Reaction yield outcomes from USPTO patents with 853,638 reactions. Task: Predict the reaction yield, written as a fraction of the theoretical maximum amount of product (1.0 means a 100% yield; for example, 0.34 means a 34% yield). The reactants are [F:1][C:2]1([CH2:26][N:27]=[N+]=[N-])[CH2:7][CH2:6][N:5]([C:8]2[CH:13]=[CH:12][C:11]([N:14]3[CH2:18][C@H:17]([CH2:19][NH:20][C:21](=[O:23])[CH3:22])[O:16][C:15]3=[O:24])=[CH:10][C:9]=2[F:25])[CH2:4][CH2:3]1.C1(P(C2C=CC=CC=2)C2C=CC=CC=2)C=CC=CC=1.O. The catalyst is O1CCCC1. The product is [F:1][C:2]1([CH2:26][NH2:27])[CH2:7][CH2:6][N:5]([C:8]2[CH:13]=[CH:12][C:11]([N:14]3[CH2:18][C@H:17]([CH2:19][NH:20][C:21](=[O:23])[CH3:22])[O:16][C:15]3=[O:24])=[CH:10][C:9]=2[F:25])[CH2:4][CH2:3]1. The yield is 0.670.